From a dataset of Reaction yield outcomes from USPTO patents with 853,638 reactions. Predict the reaction yield, written as a fraction of the theoretical maximum amount of product (1.0 means a 100% yield; for example, 0.34 means a 34% yield). (1) The reactants are [Br:1][C:2]1[CH:3]=[C:4]2[C:9](=[C:10]([CH3:12])[CH:11]=1)[N:8]=[CH:7][CH:6]=[C:5]2O.P(Cl)(Cl)([Cl:16])=O.[OH-].[NH4+]. No catalyst specified. The product is [Br:1][C:2]1[CH:3]=[C:4]2[C:9](=[C:10]([CH3:12])[CH:11]=1)[N:8]=[CH:7][CH:6]=[C:5]2[Cl:16]. The yield is 0.950. (2) The reactants are N[C:2]1[CH:11]=[C:10]2[C:5]([C:6]([NH:12][C:13]3[CH:18]=[CH:17][CH:16]=[C:15]([Br:19])[CH:14]=3)=[N:7][CH:8]=[N:9]2)=[CH:4][CH:3]=1.[CH2:20]([N:22](CC)CC)[CH3:21].N1C=CC=CC=1.CNC.ClCC[S:39](Cl)(=[O:41])=[O:40]. The catalyst is O1CCCC1.C([O-])(O)=O.[Na+]. The product is [Br:19][C:15]1[CH:14]=[C:13]([NH:12][C:6]2[C:5]3[C:10](=[CH:11][C:2]([CH:21]=[CH:20][NH:22][SH:39](=[O:41])=[O:40])=[CH:3][CH:4]=3)[N:9]=[CH:8][N:7]=2)[CH:18]=[CH:17][CH:16]=1. The yield is 0.120. (3) The reactants are [C:1]([O:5][C:6](=[O:8])[NH2:7])([CH3:4])([CH3:3])[CH3:2].CC(OI1(OC(C)=O)(OC(C)=O)[O:22][C:20](=O)[C:19]2[CH:18]=[CH:17][CH:16]=[CH:15]C1=2)=O. The catalyst is C(Cl)Cl. The product is [O:22]=[CH:20][CH2:19][CH:18]1[CH2:15][CH:16]([NH:7][C:6](=[O:8])[O:5][C:1]([CH3:4])([CH3:3])[CH3:2])[CH2:17]1. The yield is 0.520. (4) The reactants are Br[C:2]1[CH:7]=[CH:6][C:5]([C:8]2([CH3:13])[O:12][CH2:11][CH2:10][O:9]2)=[CH:4][N:3]=1.[Li]CCCC.[CH3:19][N:20]1[CH2:25][CH2:24][C:23](=[O:26])[CH2:22][CH2:21]1. The catalyst is O1CCCC1. The product is [CH3:19][N:20]1[CH2:25][CH2:24][C:23]([C:2]2[CH:7]=[CH:6][C:5]([C:8]3([CH3:13])[O:12][CH2:11][CH2:10][O:9]3)=[CH:4][N:3]=2)([OH:26])[CH2:22][CH2:21]1. The yield is 0.850. (5) The reactants are [F:1][C:2]1[CH:7]=[CH:6][C:5]([C:8]2[O:9][C:10]3[CH:21]=[CH:20][C:19]([C:22]4[CH:27]=[CH:26][CH:25]=[C:24]([C:28](=[O:39])[NH:29][C:30]([C:33]5[CH:38]=[CH:37][CH:36]=[CH:35][CH:34]=5)([CH3:32])[CH3:31])[CH:23]=4)=[C:18]([N+:40]([O-:42])=[O:41])[C:11]=3[C:12]=2[C:13]([O:15]CC)=O)=[CH:4][CH:3]=1.[OH-].[Na+].C(Cl)CCl.FC1C=CC(C2OC3C=CC(C4C=CC=C([C:74](=O)[NH:75]C(C5C=CC=CC=5)(C)C)C=4)=C([N+]([O-])=O)C=3C=2C(O)=O)=CC=1.CN.ON1C2N=CC=CC=2N=N1.CCN(C(C)C)C(C)C. The catalyst is CCO.CCOC(C)=O.C(Cl)Cl. The product is [F:1][C:2]1[CH:7]=[CH:6][C:5]([C:8]2[O:9][C:10]3[CH:21]=[CH:20][C:19]([C:22]4[CH:27]=[CH:26][CH:25]=[C:24]([C:28](=[O:39])[NH:29][C:30]([C:33]5[CH:34]=[CH:35][CH:36]=[CH:37][CH:38]=5)([CH3:32])[CH3:31])[CH:23]=4)=[C:18]([N+:40]([O-:42])=[O:41])[C:11]=3[C:12]=2[C:13]([NH:75][CH3:74])=[O:15])=[CH:4][CH:3]=1. The yield is 0.950.